Dataset: Full USPTO retrosynthesis dataset with 1.9M reactions from patents (1976-2016). Task: Predict the reactants needed to synthesize the given product. (1) Given the product [Br:1][C:2]1[CH:3]=[C:4]([CH:5]=[CH:6][C:7]=1[O:8][CH3:9])[CH2:10][O:11][C:13]1[CH:18]=[CH:17][CH:16]=[CH:15][C:14]=1[CH2:19][C:20]([O:22][CH3:23])=[O:21], predict the reactants needed to synthesize it. The reactants are: [Br:1][C:2]1[CH:3]=[C:4]([CH2:10][OH:11])[CH:5]=[CH:6][C:7]=1[O:8][CH3:9].O[C:13]1[CH:18]=[CH:17][CH:16]=[CH:15][C:14]=1[CH2:19][C:20]([O:22][CH3:23])=[O:21]. (2) Given the product [N:35]1([CH2:2][CH2:3][O:4][C:5]2[CH:6]=[C:7]3[C:12](=[CH:13][C:14]=2[O:15][CH3:16])[N:11]=[CH:10][CH:9]=[C:8]3[O:17][C:18]2[C:19]([CH3:28])=[N:20][C:21]3[C:26]([CH:27]=2)=[CH:25][CH:24]=[CH:23][CH:22]=3)[CH:39]=[CH:38][N:37]=[CH:36]1, predict the reactants needed to synthesize it. The reactants are: Cl[CH2:2][CH2:3][O:4][C:5]1[CH:6]=[C:7]2[C:12](=[CH:13][C:14]=1[O:15][CH3:16])[N:11]=[CH:10][CH:9]=[C:8]2[O:17][C:18]1[C:19]([CH3:28])=[N:20][C:21]2[C:26]([CH:27]=1)=[CH:25][CH:24]=[CH:23][CH:22]=2.C(=O)([O-])[O-].[K+].[K+].[NH:35]1[CH:39]=[CH:38][N:37]=[CH:36]1.[I-].[Na+]. (3) The reactants are: C(OC([N:11]1[CH2:19][C:18]2[C:13](=[CH:14][CH:15]=[CH:16][CH:17]=2)[C:12]1([CH3:23])[C:20]([OH:22])=[O:21])=O)C1C=CC=CC=1. Given the product [CH3:23][C:12]1([C:20]([OH:22])=[O:21])[C:13]2[C:18](=[CH:17][CH:16]=[CH:15][CH:14]=2)[CH2:19][NH:11]1, predict the reactants needed to synthesize it.